Predict the reactants needed to synthesize the given product. From a dataset of Full USPTO retrosynthesis dataset with 1.9M reactions from patents (1976-2016). (1) Given the product [CH:14]([C:7]1[CH:6]=[C:5]([NH:8][C:9](=[O:11])[CH3:10])[CH:4]=[CH:3][C:2]=1[OH:1])=[O:15], predict the reactants needed to synthesize it. The reactants are: [OH:1][C:2]1[CH:7]=[CH:6][C:5]([NH:8][C:9](=[O:11])[CH3:10])=[CH:4][CH:3]=1.FC(F)(F)[C:14](O)=[O:15].C1N2CN3CN(C2)CN1C3.C1(C)C=CC=CC=1.CO. (2) The reactants are: [NH:1]1[C:9]2[C:4](=[CH:5][CH:6]=[CH:7][CH:8]=2)[C:3](=[N:10][OH:11])[C:2]1=[O:12].[H-].[Na+].Br[CH2:16][CH2:17][CH2:18][CH2:19][CH3:20]. Given the product [CH2:16]([O:11][N:10]=[C:3]1[C:4]2[C:9](=[CH:8][CH:7]=[CH:6][CH:5]=2)[N:1]([CH2:2][CH2:3][CH2:4][CH2:5][CH3:6])[C:2]1=[O:12])[CH2:17][CH2:18][CH2:19][CH3:20], predict the reactants needed to synthesize it. (3) Given the product [Br:15][C:13]1[S:12][C:3]([CH2:1][CH3:2])=[C:4]([C:6]2[CH:11]=[CH:10][CH:9]=[CH:8][CH:7]=2)[N:14]=1, predict the reactants needed to synthesize it. The reactants are: [CH2:1]([CH:3]([S:12][C:13]#[N:14])[C:4]([C:6]1[CH:11]=[CH:10][CH:9]=[CH:8][CH:7]=1)=C)[CH3:2].[BrH:15].C(O)(=O)C.O. (4) Given the product [CH3:1][O:2][C:3]1[CH:4]=[C:5]([CH2:9][CH2:10][CH2:11][OH:12])[CH:6]=[CH:7][CH:8]=1, predict the reactants needed to synthesize it. The reactants are: [CH3:1][O:2][C:3]1[CH:4]=[C:5]([CH2:9][CH2:10][C:11](O)=[O:12])[CH:6]=[CH:7][CH:8]=1.CO. (5) The reactants are: C1COCC1.C[O:7][C:8](=O)[C:9]1[CH:18]=[C:17]([O:19][Si:20]([CH:27]([CH3:29])[CH3:28])([CH:24]([CH3:26])[CH3:25])[CH:21]([CH3:23])[CH3:22])[CH:16]=[C:11]([C:12](OC)=[O:13])[CH:10]=1.[H-].[Al+3].[Li+].[H-].[H-].[H-].[OH-].[Na+]. Given the product [OH:13][CH2:12][C:11]1[CH:10]=[C:9]([CH2:8][OH:7])[CH:18]=[C:17]([O:19][Si:20]([CH:27]([CH3:29])[CH3:28])([CH:24]([CH3:25])[CH3:26])[CH:21]([CH3:23])[CH3:22])[CH:16]=1, predict the reactants needed to synthesize it. (6) Given the product [Cl:15][CH2:16][CH2:17][CH2:18][C:7]1[O:6][C:10]2[CH:11]=[CH:12][CH:13]=[CH:14][C:9]=2[CH:8]=1, predict the reactants needed to synthesize it. The reactants are: [Li]CCCC.[O:6]1[C:10]2[CH:11]=[CH:12][CH:13]=[CH:14][C:9]=2[CH:8]=[CH:7]1.[Cl:15][CH2:16][CH2:17][CH2:18]I.[NH4+].[Cl-]. (7) Given the product [C:1]1([C@@H:7]([CH2:14][C:15]2[CH:20]=[CH:19][C:18]([O:21][CH2:22][CH2:23][CH2:24][NH:25][C:26]3[NH:31][CH2:30][CH2:29][CH2:28][N:27]=3)=[CH:17][CH:16]=2)[CH2:8][C:9]([O:11][CH2:12][CH3:13])=[O:10])[CH:2]=[CH:3][CH:4]=[CH:5][CH:6]=1, predict the reactants needed to synthesize it. The reactants are: [C:1]1([C@@H:7]([CH2:14][C:15]2[CH:20]=[CH:19][C:18]([O:21][CH2:22][CH2:23][CH2:24][NH:25][C:26]3[N:31]=[CH:30][CH:29]=[CH:28][N:27]=3)=[CH:17][CH:16]=2)[CH2:8][C:9]([O:11][CH2:12][CH3:13])=[O:10])[CH:6]=[CH:5][CH:4]=[CH:3][CH:2]=1.Cl.